This data is from Forward reaction prediction with 1.9M reactions from USPTO patents (1976-2016). The task is: Predict the product of the given reaction. (1) Given the reactants [F:1][C:2]([F:30])([F:29])[C:3]1[CH:4]=[C:5]([NH:9][C:10]2[C:11]3[N:28]=[CH:27][S:26][C:12]=3[N:13]=[C:14]([C:16]3[CH:17]=[C:18]([CH:23]=[CH:24][CH:25]=3)[C:19]([O:21]C)=[O:20])[N:15]=2)[CH:6]=[CH:7][CH:8]=1.[OH-].[Na+].Cl, predict the reaction product. The product is: [F:30][C:2]([F:1])([F:29])[C:3]1[CH:4]=[C:5]([NH:9][C:10]2[C:11]3[N:28]=[CH:27][S:26][C:12]=3[N:13]=[C:14]([C:16]3[CH:17]=[C:18]([CH:23]=[CH:24][CH:25]=3)[C:19]([OH:21])=[O:20])[N:15]=2)[CH:6]=[CH:7][CH:8]=1. (2) Given the reactants [O:1]1[CH2:6][CH2:5][CH:4]([C:7]([O:9][N:10](C(OC(C)(C)C)=O)[S:11]([C:14]2[S:15][C:16]([Cl:19])=[CH:17][CH:18]=2)(=[O:13])=[O:12])=[O:8])[CH2:3][CH2:2]1.FC(F)(F)C(O)=O.CCOC(C)=O, predict the reaction product. The product is: [O:1]1[CH2:6][CH2:5][CH:4]([C:7]([O:9][NH:10][S:11]([C:14]2[S:15][C:16]([Cl:19])=[CH:17][CH:18]=2)(=[O:12])=[O:13])=[O:8])[CH2:3][CH2:2]1. (3) Given the reactants [NH2:1][C:2]1[N:6]([CH3:7])[N:5]=[C:4]([OH:8])[C:3]=1[C:9]1[CH:14]=[CH:13][C:12]([CH3:15])=[CH:11][CH:10]=1.C(=O)([O-])[O-].[K+].[K+].[C:22]([O:25][CH2:26][CH2:27]Br)(=[O:24])[CH3:23], predict the reaction product. The product is: [C:22]([O:25][CH2:26][CH2:27][O:8][C:4]1[C:3]([C:9]2[CH:14]=[CH:13][C:12]([CH3:15])=[CH:11][CH:10]=2)=[C:2]([NH2:1])[N:6]([CH3:7])[N:5]=1)(=[O:24])[CH3:23]. (4) Given the reactants [CH2:1]([N:8](CC1C=CC=CC=1)[C:9]([C:11]1[C:12](=[O:33])[N:13]([O:25]CC2C=CC=CC=2)[C:14]2[C:19]([C:20]=1[OH:21])=[CH:18]C(C(N)=O)=[CH:16][N:15]=2)=[O:10])[C:2]1[CH:7]=[CH:6][CH:5]=[CH:4][CH:3]=1.Br.[CH3:42][C:43]([OH:45])=O, predict the reaction product. The product is: [CH2:1]([NH:8][C:9]([C:11]1[C:12](=[O:33])[N:13]([OH:25])[C:14]2[C:19]([C:20]=1[OH:21])=[CH:18][C:42]([C:43]([NH:8][CH2:1][C:2]1[CH:7]=[CH:6][CH:5]=[CH:4][CH:3]=1)=[O:45])=[CH:16][N:15]=2)=[O:10])[C:2]1[CH:7]=[CH:6][CH:5]=[CH:4][CH:3]=1. (5) Given the reactants Br[C:2]1[CH:3]=[C:4]([O:8][CH:9]([CH3:11])[CH3:10])[CH:5]=[N:6][CH:7]=1.[CH3:12][N:13]([C:19]([O:21][C:22]([CH3:25])([CH3:24])[CH3:23])=[O:20])[CH:14]([CH2:16][CH:17]=[CH2:18])[CH3:15].C1(C)C=CC=CC=1P(C1C=CC=CC=1C)C1C=CC=CC=1C, predict the reaction product. The product is: [CH3:12][N:13]([C:19]([O:21][C:22]([CH3:23])([CH3:25])[CH3:24])=[O:20])[CH:14]([CH2:16]/[CH:17]=[CH:18]/[C:2]1[CH:7]=[N:6][CH:5]=[C:4]([O:8][CH:9]([CH3:11])[CH3:10])[CH:3]=1)[CH3:15]. (6) Given the reactants [H-].[Na+].[CH:3]1[C:8]2[C:9]3[NH:10][C:11]4[C:16]([C:17]=3[CH2:18][CH2:19][O:20][C:7]=2[CH:6]=[CH:5][CH:4]=1)=[CH:15][CH:14]=[CH:13][CH:12]=4.Cl.Cl[CH2:23][CH2:24][N:25]1[CH2:30][CH2:29][CH2:28][CH2:27][CH2:26]1.O, predict the reaction product. The product is: [N:25]1([CH2:24][CH2:23][N:10]2[C:11]3[C:16](=[CH:15][CH:14]=[CH:13][CH:12]=3)[C:17]3[CH2:18][CH2:19][O:20][C:7]4[CH:6]=[CH:5][CH:4]=[CH:3][C:8]=4[C:9]2=3)[CH2:30][CH2:29][CH2:28][CH2:27][CH2:26]1.